This data is from Forward reaction prediction with 1.9M reactions from USPTO patents (1976-2016). The task is: Predict the product of the given reaction. The product is: [N:26]1([NH:36][C:15](=[O:16])[CH2:14][O:13][C:7]2[N:6]=[C:5]3[S:4][C:3]([C:18](=[O:23])[NH:19][CH:20]4[CH2:22][CH2:21]4)=[C:2]([NH2:1])[C:10]3=[C:9]([CH3:11])[C:8]=2[Cl:12])[CH:30]=[CH:29][N:28]=[CH:27]1. Given the reactants [NH2:1][C:2]1[C:10]2[C:5](=[N:6][C:7]([O:13][CH2:14][C:15](O)=[O:16])=[C:8]([Cl:12])[C:9]=2[CH3:11])[S:4][C:3]=1[C:18](=[O:23])[NH:19][CH:20]1[CH2:22][CH2:21]1.C([N:26]1[CH:30]=[CH:29][N:28]=[CH:27]1)([N:26]1[CH:30]=[CH:29][N:28]=[CH:27]1)=O.[NH2:36]C1C=CC=CN=1, predict the reaction product.